Dataset: NCI-60 drug combinations with 297,098 pairs across 59 cell lines. Task: Regression. Given two drug SMILES strings and cell line genomic features, predict the synergy score measuring deviation from expected non-interaction effect. Drug 1: CC1=C(C(CCC1)(C)C)C=CC(=CC=CC(=CC(=O)O)C)C. Drug 2: C1=NC2=C(N1)C(=S)N=CN2. Cell line: EKVX. Synergy scores: CSS=17.3, Synergy_ZIP=-2.84, Synergy_Bliss=1.66, Synergy_Loewe=4.21, Synergy_HSA=4.70.